Dataset: Forward reaction prediction with 1.9M reactions from USPTO patents (1976-2016). Task: Predict the product of the given reaction. (1) The product is: [NH2:37][C:38]1[CH:43]=[CH:42][C:41]([C:44]2[N:45]=[CH:46][N:47]([CH3:59])[C:48]=2[C:49]2[S:58][C:52]3[N:53]=[CH:54][N:55]=[C:56]([NH2:57])[C:51]=3[CH:50]=2)=[CH:40][CH:39]=1. Given the reactants NC1C=C(C2N=CN(C)C=2C2SC3N=CN=C(N)C=3C=2)C=CC=1.C1(C(=[N:37][C:38]2[CH:43]=[CH:42][C:41]([C:44]3[N:45]=[CH:46][N:47]([CH3:59])[C:48]=3[C:49]3[S:58][C:52]4[N:53]=[CH:54][N:55]=[C:56]([NH2:57])[C:51]=4[CH:50]=3)=[CH:40][CH:39]=2)C2C=CC=CC=2)C=CC=CC=1.C1(C(=NC2C=CC=CC=2N2C=C(C3(N)NC=NC4SC=CC3=4)N(C)C2)C2C=CC=CC=2)C=CC=CC=1, predict the reaction product. (2) Given the reactants [Cl:1][C:2]1[CH:7]=[C:6]([N+:8]([O-:10])=[O:9])[CH:5]=[C:4]([Cl:11])[C:3]=1F.C([O-])([O-])=O.[K+].[K+].[CH3:19][S:20]([C:23]1[CH:28]=[CH:27][C:26]([OH:29])=[CH:25][CH:24]=1)(=[O:22])=[O:21].O, predict the reaction product. The product is: [Cl:1][C:2]1[CH:7]=[C:6]([N+:8]([O-:10])=[O:9])[CH:5]=[C:4]([Cl:11])[C:3]=1[O:29][C:26]1[CH:25]=[CH:24][C:23]([S:20]([CH3:19])(=[O:22])=[O:21])=[CH:28][CH:27]=1. (3) Given the reactants Br[CH2:2][C:3]1[C:7]2[CH:8]=[C:9]([Cl:12])[CH:10]=[CH:11][C:6]=2[S:5][CH:4]=1.[F:13][C:14]1[CH:19]=[CH:18][CH:17]=[CH:16][C:15]=1[N:20]1[CH2:25][CH2:24][NH:23][CH2:22][CH2:21]1, predict the reaction product. The product is: [Cl:12][C:9]1[CH:10]=[CH:11][C:6]2[S:5][CH:4]=[C:3]([CH2:2][N:23]3[CH2:22][CH2:21][N:20]([C:15]4[CH:16]=[CH:17][CH:18]=[CH:19][C:14]=4[F:13])[CH2:25][CH2:24]3)[C:7]=2[CH:8]=1. (4) Given the reactants C(=O)([O-])[O-].[Na+].[Na+].O.[NH2:8][C:9]1[CH:10]=[C:11](B(O)O)[CH:12]=[CH:13][CH:14]=1.[Cl:18][C:19]1[N:28]=[C:27](Cl)[C:26]2[C:21](=[CH:22][C:23]([O:32][CH3:33])=[C:24]([O:30][CH3:31])[CH:25]=2)[N:20]=1.[Cl-].[Na+], predict the reaction product. The product is: [Cl:18][C:19]1[N:28]=[C:27]([C:13]2[CH:14]=[C:9]([NH2:8])[CH:10]=[CH:11][CH:12]=2)[C:26]2[C:21](=[CH:22][C:23]([O:32][CH3:33])=[C:24]([O:30][CH3:31])[CH:25]=2)[N:20]=1.